Dataset: Catalyst prediction with 721,799 reactions and 888 catalyst types from USPTO. Task: Predict which catalyst facilitates the given reaction. (1) Reactant: [NH2:1][C:2]1[CH:7]=[CH:6][C:5]([S:8][C:9]2[CH:24]=[CH:23][C:12]([C:13]([NH:15][C:16]3[CH:21]=[CH:20][C:19]([Br:22])=[CH:18][CH:17]=3)=[O:14])=[CH:11][C:10]=2[N+:25]([O-:27])=[O:26])=[CH:4][CH:3]=1.[C:28](O[C:28]([O:30][C:31]([CH3:34])([CH3:33])[CH3:32])=[O:29])([O:30][C:31]([CH3:34])([CH3:33])[CH3:32])=[O:29]. Product: [C:31]([O:30][C:28](=[O:29])[NH:1][C:2]1[CH:7]=[CH:6][C:5]([S:8][C:9]2[CH:24]=[CH:23][C:12]([C:13](=[O:14])[NH:15][C:16]3[CH:21]=[CH:20][C:19]([Br:22])=[CH:18][CH:17]=3)=[CH:11][C:10]=2[N+:25]([O-:27])=[O:26])=[CH:4][CH:3]=1)([CH3:34])([CH3:33])[CH3:32]. The catalyst class is: 12. (2) Reactant: O=[C:2]1[CH2:7][CH2:6][CH:5]([NH:8][C:9]([C:11]2[CH:12]=[C:13]3[C:17](=[CH:18][CH:19]=2)[NH:16][N:15]=[CH:14]3)=[O:10])[CH2:4][CH2:3]1.CN.[B-][C:23]#[N:24].[Na+].[OH-].[Na+]. Product: [CH3:23][NH:24][CH:2]1[CH2:7][CH2:6][CH:5]([NH:8][C:9]([C:11]2[CH:12]=[C:13]3[C:17](=[CH:18][CH:19]=2)[NH:16][N:15]=[CH:14]3)=[O:10])[CH2:4][CH2:3]1. The catalyst class is: 130. (3) Reactant: [CH2:1]([O:3][C:4]1[CH:9]=[CH:8][C:7]([C:10]([F:13])([F:12])[F:11])=[CH:6][C:5]=1[C:14]1[N:19]=[C:18]([C:20]#[N:21])[C:17]2[N:22]=[CH:23][N:24](C3CCCCO3)[C:16]=2[CH:15]=1)[CH3:2].O.C1(C)C=CC(S(O)(=O)=O)=CC=1. Product: [CH2:1]([O:3][C:4]1[CH:9]=[CH:8][C:7]([C:10]([F:13])([F:11])[F:12])=[CH:6][C:5]=1[C:14]1[N:19]=[C:18]([C:20]#[N:21])[C:17]2[N:22]=[CH:23][NH:24][C:16]=2[CH:15]=1)[CH3:2]. The catalyst class is: 100. (4) Reactant: [Na].[CH2:2]([N:9]1[CH2:14][CH2:13][C:12](=O)[CH2:11][CH2:10]1)[C:3]1[CH:8]=[CH:7][CH:6]=[CH:5][CH:4]=1.[NH2:16][C:17]1[CH:22]=[CH:21][CH:20]=[CH:19][CH:18]=1.C(=O)(O)[O-].[Na+]. Product: [CH2:2]([N:9]1[CH2:14][CH2:13][CH:12]([NH:16][C:17]2[CH:22]=[CH:21][CH:20]=[CH:19][CH:18]=2)[CH2:11][CH2:10]1)[C:3]1[CH:8]=[CH:7][CH:6]=[CH:5][CH:4]=1. The catalyst class is: 789. (5) The catalyst class is: 1. Reactant: [C:1]1([C:17]2[CH:22]=[CH:21][CH:20]=[CH:19][CH:18]=2)[CH:6]=[CH:5][CH:4]=[CH:3][C:2]=1[C:7]([N:9]1[CH2:13][C@H:12]([OH:14])[CH2:11][C@H:10]1[CH2:15]O)=[O:8].[C:23]1(=[O:33])[NH:27][C:26](=[O:28])[C:25]2=[CH:29][CH:30]=[CH:31][CH:32]=[C:24]12.[C:34]1([P:40]([C:47]2[CH:52]=[CH:51][CH:50]=[CH:49][CH:48]=2)[C:41]2[CH:46]=[CH:45][CH:44]=[CH:43][CH:42]=2)[CH:39]=[CH:38][CH:37]=[CH:36][CH:35]=1.CC([O:56]C(/N=N/C(OC(C)C)=O)=O)C. Product: [C:1]1([C:17]2[CH:22]=[CH:21][CH:20]=[CH:19][CH:18]=2)[C:2]([C:7]([N:9]2[CH2:13][C@H:12]([OH:14])[CH2:11][C@H:10]2[CH2:15][N:27]2[C:23](=[O:33])[C:24]3[C:25](=[CH:29][CH:30]=[CH:31][CH:32]=3)[C:26]2=[O:28])=[O:8])=[CH:3][CH:4]=[CH:5][CH:6]=1.[C:47]1([P:40](=[O:56])([C:34]2[CH:35]=[CH:36][CH:37]=[CH:38][CH:39]=2)[C:41]2[CH:46]=[CH:45][CH:44]=[CH:43][CH:42]=2)[CH:48]=[CH:49][CH:50]=[CH:51][CH:52]=1. (6) Reactant: [F:1][C:2]1[CH:3]=[C:4]([NH:18][C:19](=[O:30])[CH2:20][C:21]([NH:23][C:24]2[CH:29]=[CH:28][CH:27]=[CH:26][CH:25]=2)=[O:22])[CH:5]=[CH:6][C:7]=1[O:8][C:9]1[C:14]2=[CH:15][CH:16]=[CH:17][N:13]2[N:12]=[CH:11][N:10]=1.CN([P+](ON1N=NC2C=CC=CC1=2)(N(C)C)N(C)C)C.[F:51][P-](F)(F)(F)(F)F.CN1CCOCC1.FC1C=CC(N)=CC=1. Product: [F:1][C:2]1[CH:3]=[C:4]([NH:18][C:19](=[O:30])[CH2:20][C:21]([NH:23][C:24]2[CH:25]=[CH:26][C:27]([F:51])=[CH:28][CH:29]=2)=[O:22])[CH:5]=[CH:6][C:7]=1[O:8][C:9]1[C:14]2=[CH:15][CH:16]=[CH:17][N:13]2[N:12]=[CH:11][N:10]=1. The catalyst class is: 508. (7) Reactant: [NH2:1][C:2]1[N:10]=[C:9]([O:11][CH2:12][CH2:13][O:14][CH3:15])[N:8]=[C:7]2[C:3]=1[N:4]=[CH:5][N:6]2[CH2:16][C:17]1[CH:24]=[CH:23][C:20]([C:21]#[N:22])=[CH:19][CH:18]=1.[Br:25]Br. Product: [NH2:1][C:2]1[N:10]=[C:9]([O:11][CH2:12][CH2:13][O:14][CH3:15])[N:8]=[C:7]2[C:3]=1[N:4]=[C:5]([Br:25])[N:6]2[CH2:16][C:17]1[CH:18]=[CH:19][C:20]([C:21]#[N:22])=[CH:23][CH:24]=1. The catalyst class is: 4. (8) Reactant: Br[C:2]1[CH:7]=[C:6]([N+:8]([O-:10])=[O:9])[CH:5]=[CH:4][C:3]=1[F:11].CCCC[Sn]([C:25]1[N:30]=[CH:29][CH:28]=[CH:27][CH:26]=1)(CCCC)CCCC. Product: [F:11][C:3]1[CH:4]=[CH:5][C:6]([N+:8]([O-:10])=[O:9])=[CH:7][C:2]=1[C:29]1[CH:28]=[CH:27][CH:26]=[CH:25][N:30]=1. The catalyst class is: 118. (9) Reactant: [CH3:1][CH:2]([CH2:8][CH:9]=[CH2:10])[C:3]([O:5][CH2:6][CH3:7])=[O:4].B.C1COCC1.C([O-])(=O)C.[Na+].[I:22]Cl. Product: [I:22][CH2:10][CH2:9][CH2:8][CH:2]([CH3:1])[C:3]([O:5][CH2:6][CH3:7])=[O:4]. The catalyst class is: 36.